Predict the product of the given reaction. From a dataset of Forward reaction prediction with 1.9M reactions from USPTO patents (1976-2016). Given the reactants [Si:1]([O:8][CH2:9][CH:10]([OH:13])[C:11]#[CH:12])([C:4]([CH3:7])([CH3:6])[CH3:5])([CH3:3])[CH3:2].Br[C:15]#[C:16][C:17]1[CH:41]=[CH:40][C:20]([C:21]([NH:23][C@@H:24]([C:29]([NH:32][C:33]([O:35][C:36]([CH3:39])([CH3:38])[CH3:37])=[O:34])([CH3:31])[CH3:30])[C:25]([O:27][CH3:28])=[O:26])=[O:22])=[CH:19][CH:18]=1, predict the reaction product. The product is: [C:36]([O:35][C:33]([NH:32][C:29]([CH3:31])([CH3:30])[C@H:24]([NH:23][C:21](=[O:22])[C:20]1[CH:40]=[CH:41][C:17]([C:16]#[C:15][C:12]#[C:11][CH:10]([OH:13])[CH2:9][O:8][Si:1]([C:4]([CH3:7])([CH3:6])[CH3:5])([CH3:3])[CH3:2])=[CH:18][CH:19]=1)[C:25]([O:27][CH3:28])=[O:26])=[O:34])([CH3:39])([CH3:38])[CH3:37].